This data is from Catalyst prediction with 721,799 reactions and 888 catalyst types from USPTO. The task is: Predict which catalyst facilitates the given reaction. (1) Reactant: C(N(CC)CC)C.[CH:8]([C:10]1[C:18]2[C:13](=[CH:14][CH:15]=[CH:16][CH:17]=2)[N:12](C(OC(C)(C)C)=O)[CH:11]=1)=[O:9].[CH3:26][O:27][C:28]1[CH:29]=[C:30]([CH:39]=[CH:40][CH:41]=1)[N:31]=[CH:32][C:33]1[CH:34]=[N:35][CH:36]=[CH:37][CH:38]=1. Product: [NH:12]1[C:13]2[C:18](=[CH:17][CH:16]=[CH:15][CH:14]=2)[C:10]([C:8](=[O:9])[CH:32]([NH:31][C:30]2[CH:39]=[CH:40][CH:41]=[C:28]([O:27][CH3:26])[CH:29]=2)[C:33]2[CH:34]=[N:35][CH:36]=[CH:37][CH:38]=2)=[CH:11]1. The catalyst class is: 433. (2) Reactant: [C:1]1([Mg]Br)[CH:6]=[CH:5][CH:4]=[CH:3][CH:2]=1.[C:9]1(=O)[C:17]2[C:12](=[CH:13][CH:14]=[CH:15][CH:16]=2)[CH2:11][CH2:10]1.Cl. Product: [C:1]1([CH:9]2[C:17]3[C:12](=[CH:13][CH:14]=[CH:15][CH:16]=3)[CH:11]=[CH:10]2)[CH:6]=[CH:5][CH:4]=[CH:3][CH:2]=1. The catalyst class is: 27. (3) Reactant: C(OC([NH:11][CH:12]1[N:18]=[C:17]([CH:19]([CH3:21])[CH3:20])[C:16]2[CH:22]=[CH:23][CH:24]=[CH:25][C:15]=2[NH:14][C:13]1=[O:26])=O)C1C=CC=CC=1.C([O-])=O.[NH4+]. Product: [NH2:11][CH:12]1[N:18]=[C:17]([CH:19]([CH3:21])[CH3:20])[C:16]2[CH:22]=[CH:23][CH:24]=[CH:25][C:15]=2[NH:14][C:13]1=[O:26]. The catalyst class is: 19. (4) Reactant: [CH2:1]([C@H:8]([NH:39][C:40](=[O:46])[O:41][C:42]([CH3:45])([CH3:44])[CH3:43])[C@@H:9]([O:31][Si:32]([C:35]([CH3:38])([CH3:37])[CH3:36])([CH3:34])[CH3:33])[CH2:10][C@@H:11]([NH:20][C:21]([O:23][CH2:24][C:25]1[CH:30]=[CH:29][CH:28]=[CH:27][CH:26]=1)=[O:22])[CH2:12][C:13]1[CH:18]=[CH:17][C:16](Br)=[CH:15][CH:14]=1)[C:2]1[CH:7]=[CH:6][CH:5]=[CH:4][CH:3]=1.[Cl-].[Li+].C([Sn](CCCC)(CCCC)[C:54]1[CH:59]=[CH:58][N:57]=[CH:56][CH:55]=1)CCC. Product: [CH2:1]([C@H:8]([NH:39][C:40](=[O:46])[O:41][C:42]([CH3:45])([CH3:44])[CH3:43])[C@@H:9]([O:31][Si:32]([C:35]([CH3:38])([CH3:37])[CH3:36])([CH3:34])[CH3:33])[CH2:10][C@@H:11]([NH:20][C:21]([O:23][CH2:24][C:25]1[CH:30]=[CH:29][CH:28]=[CH:27][CH:26]=1)=[O:22])[CH2:12][C:13]1[CH:18]=[CH:17][C:16]([C:54]2[CH:59]=[CH:58][N:57]=[CH:56][CH:55]=2)=[CH:15][CH:14]=1)[C:2]1[CH:7]=[CH:6][CH:5]=[CH:4][CH:3]=1. The catalyst class is: 558. (5) Reactant: [C-:1]#[N:2].[K+].Cl[CH2:5][C:6]1[CH:7]=[CH:8][C:9]([CH:12]([O:15][CH3:16])[O:13][CH3:14])=[N:10][CH:11]=1.[Na+].[Cl-]. Product: [CH3:14][O:13][CH:12]([O:15][CH3:16])[C:9]1[N:10]=[CH:11][C:6]([CH2:5][C:1]#[N:2])=[CH:7][CH:8]=1. The catalyst class is: 374. (6) Reactant: [N:1]1[CH:6]=[CH:5][C:4]([NH:7][C:8]([N:10]2[C@@H:17]3[CH2:18][N:13]([CH2:14][CH2:15][CH2:16]3)[C:12]3[CH:19]=[CH:20][C:21]([N:23]4[CH2:29][CH2:28][CH2:27][N:26](C(OC(C)(C)C)=O)[CH2:25][CH2:24]4)=[N:22][C:11]2=3)=[O:9])=[N:3][CH:2]=1.O.C(=O)([O-])[O-].[K+].[K+]. Product: [N:23]1([C:21]2[CH:20]=[CH:19][C:12]3[N:13]4[CH2:18][C@H:17]([CH2:16][CH2:15][CH2:14]4)[N:10]([C:8]([NH:7][C:4]4[CH:5]=[CH:6][N:1]=[CH:2][N:3]=4)=[O:9])[C:11]=3[N:22]=2)[CH2:29][CH2:28][CH2:27][NH:26][CH2:25][CH2:24]1. The catalyst class is: 209. (7) Reactant: [CH3:1][O:2][C:3]1[N:8]=[CH:7][C:6]([CH2:9][C:10]2[C:19]3[N:18]=[CH:17][CH:16]=[CH:15][C:14]=3[C:13](=O)[NH:12][CH:11]=2)=[CH:5][CH:4]=1.P(Cl)(Cl)([Cl:23])=O.Cl. Product: [Cl:23][C:13]1[N:12]=[CH:11][C:10]([CH2:9][C:6]2[CH:7]=[N:8][C:3]([O:2][CH3:1])=[CH:4][CH:5]=2)=[C:19]2[C:14]=1[CH:15]=[CH:16][CH:17]=[N:18]2. The catalyst class is: 880. (8) Reactant: [Cl:1][C:2]1[CH:7]=[CH:6][CH:5]=[CH:4][C:3]=1[N:8]1[CH2:17][CH2:16][C:15]2[C:10](=[CH:11][CH:12]=[C:13]([O:18]C)[CH:14]=2)[C:9]1=[O:20].B(Br)(Br)Br.Cl. Product: [Cl:1][C:2]1[CH:7]=[CH:6][CH:5]=[CH:4][C:3]=1[N:8]1[CH2:17][CH2:16][C:15]2[C:10](=[CH:11][CH:12]=[C:13]([OH:18])[CH:14]=2)[C:9]1=[O:20]. The catalyst class is: 2. (9) Reactant: C[O:2]/[CH:3]=[CH:4]/[C:5]1[CH:6]=[CH:7][C:8]2[CH2:12][O:11][B:10]([OH:13])[C:9]=2[CH:14]=1.Cl.O. Product: [OH:13][B:10]1[C:9]2[CH:14]=[C:5]([CH2:4][CH:3]=[O:2])[CH:6]=[CH:7][C:8]=2[CH2:12][O:11]1. The catalyst class is: 1.